Dataset: Full USPTO retrosynthesis dataset with 1.9M reactions from patents (1976-2016). Task: Predict the reactants needed to synthesize the given product. (1) Given the product [CH3:24][N:15]([C:13]1[CH:14]=[C:9]([O:7][CH2:3][C:4]#[C:5][CH3:6])[N:10]=[CH:11][N:12]=1)[C:16]1[CH:21]=[CH:20][CH:19]=[C:18]([F:22])[C:17]=1[F:23], predict the reactants needed to synthesize it. The reactants are: [H-].[Na+].[CH2:3]([OH:7])[C:4]#[C:5][CH3:6].Cl[C:9]1[CH:14]=[C:13]([N:15]([CH3:24])[C:16]2[CH:21]=[CH:20][CH:19]=[C:18]([F:22])[C:17]=2[F:23])[N:12]=[CH:11][N:10]=1.[Cl-].[NH4+]. (2) Given the product [CH3:9][O:8][C:3]1[CH:4]=[CH:5][CH:6]=[CH:7][C:2]=1[C:2]1[CH:7]=[CH:6][C:22]([CH3:23])=[CH:4][CH:3]=1, predict the reactants needed to synthesize it. The reactants are: Cl[C:2]1[CH:7]=[CH:6][CH:5]=[CH:4][C:3]=1[O:8][CH3:9].P([O-])([O-])([O-])=O.[K+].[K+].[K+].O1[CH2:23][CH2:22]OCC1. (3) Given the product [NH2:1][C:4]1[CH:26]=[CH:25][C:7]([O:8][C:9]2[CH:14]=[CH:13][N:12]=[C:11]3[CH:15]=[C:16]([C:18]4[CH:23]=[CH:22][C:21]([OH:24])=[CH:20][CH:19]=4)[S:17][C:10]=23)=[CH:6][CH:5]=1, predict the reactants needed to synthesize it. The reactants are: [N+:1]([C:4]1[CH:26]=[CH:25][C:7]([O:8][C:9]2[CH:14]=[CH:13][N:12]=[C:11]3[CH:15]=[C:16]([C:18]4[CH:23]=[CH:22][C:21]([OH:24])=[CH:20][CH:19]=4)[S:17][C:10]=23)=[CH:6][CH:5]=1)([O-])=O.NC1C=CC(OC2C=CN=C3C=C(C4C=CC(O)=CC=4)SC=23)=C(F)C=1. (4) Given the product [CH3:49][O:48][CH2:47][CH2:46][CH2:45][N:40]1[C:39]2[CH:50]=[C:35]([CH2:34][O:1][CH:2]3[CH:7]([C:8]4[CH:9]=[CH:10][C:11]([O:14][CH2:15][CH2:16][CH2:17][O:18][C:19]5[CH:20]=[C:21]([CH3:25])[CH:22]=[CH:23][CH:24]=5)=[CH:12][CH:13]=4)[CH2:6][CH2:5][N:4]([C:26]([O:28][C:29]([CH3:32])([CH3:31])[CH3:30])=[O:27])[CH2:3]3)[CH:36]=[CH:37][C:38]=2[O:43][CH2:42][C:41]1=[O:44], predict the reactants needed to synthesize it. The reactants are: [OH:1][CH:2]1[CH:7]([C:8]2[CH:13]=[CH:12][C:11]([O:14][CH2:15][CH2:16][CH2:17][O:18][C:19]3[CH:20]=[C:21]([CH3:25])[CH:22]=[CH:23][CH:24]=3)=[CH:10][CH:9]=2)[CH2:6][CH2:5][N:4]([C:26]([O:28][C:29]([CH3:32])([CH3:31])[CH3:30])=[O:27])[CH2:3]1.Cl[CH2:34][C:35]1[CH:36]=[CH:37][C:38]2[O:43][CH2:42][C:41](=[O:44])[N:40]([CH2:45][CH2:46][CH2:47][O:48][CH3:49])[C:39]=2[CH:50]=1.